From a dataset of NCI-60 drug combinations with 297,098 pairs across 59 cell lines. Regression. Given two drug SMILES strings and cell line genomic features, predict the synergy score measuring deviation from expected non-interaction effect. (1) Drug 2: C(CCl)NC(=O)N(CCCl)N=O. Synergy scores: CSS=27.9, Synergy_ZIP=-0.446, Synergy_Bliss=-0.778, Synergy_Loewe=-9.07, Synergy_HSA=-0.344. Cell line: UO-31. Drug 1: COC1=C(C=C2C(=C1)N=CN=C2NC3=CC(=C(C=C3)F)Cl)OCCCN4CCOCC4. (2) Drug 1: CC1C(C(CC(O1)OC2CC(OC(C2O)C)OC3=CC4=CC5=C(C(=O)C(C(C5)C(C(=O)C(C(C)O)O)OC)OC6CC(C(C(O6)C)O)OC7CC(C(C(O7)C)O)OC8CC(C(C(O8)C)O)(C)O)C(=C4C(=C3C)O)O)O)O. Drug 2: C1CNP(=O)(OC1)N(CCCl)CCCl. Cell line: SK-MEL-28. Synergy scores: CSS=38.3, Synergy_ZIP=0.163, Synergy_Bliss=0.732, Synergy_Loewe=-1.09, Synergy_HSA=-0.979. (3) Drug 1: C1=CC(=CC=C1C#N)C(C2=CC=C(C=C2)C#N)N3C=NC=N3. Drug 2: C1=NC2=C(N=C(N=C2N1C3C(C(C(O3)CO)O)O)F)N. Cell line: MOLT-4. Synergy scores: CSS=62.8, Synergy_ZIP=-1.93, Synergy_Bliss=0.251, Synergy_Loewe=11.0, Synergy_HSA=3.59. (4) Drug 1: C1CCN(CC1)CCOC2=CC=C(C=C2)C(=O)C3=C(SC4=C3C=CC(=C4)O)C5=CC=C(C=C5)O. Drug 2: C1=NC2=C(N=C(N=C2N1C3C(C(C(O3)CO)O)O)F)N. Cell line: DU-145. Synergy scores: CSS=-9.98, Synergy_ZIP=4.45, Synergy_Bliss=1.88, Synergy_Loewe=-4.94, Synergy_HSA=-4.25. (5) Drug 2: CC1C(C(CC(O1)OC2CC(CC3=C2C(=C4C(=C3O)C(=O)C5=CC=CC=C5C4=O)O)(C(=O)C)O)N)O. Synergy scores: CSS=36.9, Synergy_ZIP=-4.21, Synergy_Bliss=-5.00, Synergy_Loewe=-15.8, Synergy_HSA=-1.41. Drug 1: C1=NC(=NC(=O)N1C2C(C(C(O2)CO)O)O)N. Cell line: SNB-19. (6) Drug 1: CNC(=O)C1=CC=CC=C1SC2=CC3=C(C=C2)C(=NN3)C=CC4=CC=CC=N4. Drug 2: CC1=C(C=C(C=C1)NC2=NC=CC(=N2)N(C)C3=CC4=NN(C(=C4C=C3)C)C)S(=O)(=O)N.Cl. Cell line: MOLT-4. Synergy scores: CSS=3.66, Synergy_ZIP=-5.45, Synergy_Bliss=-3.18, Synergy_Loewe=-3.18, Synergy_HSA=-2.42. (7) Drug 2: CCC1(C2=C(COC1=O)C(=O)N3CC4=CC5=C(C=CC(=C5CN(C)C)O)N=C4C3=C2)O.Cl. Synergy scores: CSS=37.0, Synergy_ZIP=-12.2, Synergy_Bliss=-2.79, Synergy_Loewe=-2.50, Synergy_HSA=-1.94. Drug 1: CC1=C2C(C(=O)C3(C(CC4C(C3C(C(C2(C)C)(CC1OC(=O)C(C(C5=CC=CC=C5)NC(=O)C6=CC=CC=C6)O)O)OC(=O)C7=CC=CC=C7)(CO4)OC(=O)C)O)C)OC(=O)C. Cell line: RXF 393. (8) Drug 1: COC1=CC(=CC(=C1O)OC)C2C3C(COC3=O)C(C4=CC5=C(C=C24)OCO5)OC6C(C(C7C(O6)COC(O7)C8=CC=CS8)O)O. Drug 2: CC1=C(C(=CC=C1)Cl)NC(=O)C2=CN=C(S2)NC3=CC(=NC(=N3)C)N4CCN(CC4)CCO. Cell line: HL-60(TB). Synergy scores: CSS=62.2, Synergy_ZIP=4.11, Synergy_Bliss=5.04, Synergy_Loewe=-6.48, Synergy_HSA=4.02.